This data is from NCI-60 drug combinations with 297,098 pairs across 59 cell lines. The task is: Regression. Given two drug SMILES strings and cell line genomic features, predict the synergy score measuring deviation from expected non-interaction effect. (1) Drug 1: CC1CCC2CC(C(=CC=CC=CC(CC(C(=O)C(C(C(=CC(C(=O)CC(OC(=O)C3CCCCN3C(=O)C(=O)C1(O2)O)C(C)CC4CCC(C(C4)OC)O)C)C)O)OC)C)C)C)OC. Drug 2: C(CN)CNCCSP(=O)(O)O. Cell line: HCC-2998. Synergy scores: CSS=-2.21, Synergy_ZIP=-3.35, Synergy_Bliss=-3.63, Synergy_Loewe=-16.9, Synergy_HSA=-4.72. (2) Drug 1: C1=NC2=C(N1)C(=S)N=CN2. Drug 2: B(C(CC(C)C)NC(=O)C(CC1=CC=CC=C1)NC(=O)C2=NC=CN=C2)(O)O. Cell line: MALME-3M. Synergy scores: CSS=62.6, Synergy_ZIP=-1.08, Synergy_Bliss=1.15, Synergy_Loewe=0.530, Synergy_HSA=1.13. (3) Cell line: HCC-2998. Drug 1: CC1=C2C(C(=O)C3(C(CC4C(C3C(C(C2(C)C)(CC1OC(=O)C(C(C5=CC=CC=C5)NC(=O)OC(C)(C)C)O)O)OC(=O)C6=CC=CC=C6)(CO4)OC(=O)C)OC)C)OC. Drug 2: C1=CC(=CC=C1C#N)C(C2=CC=C(C=C2)C#N)N3C=NC=N3. Synergy scores: CSS=31.8, Synergy_ZIP=-3.97, Synergy_Bliss=-9.46, Synergy_Loewe=-44.9, Synergy_HSA=-8.96. (4) Drug 1: C1=C(C(=O)NC(=O)N1)N(CCCl)CCCl. Drug 2: CC1CCC2CC(C(=CC=CC=CC(CC(C(=O)C(C(C(=CC(C(=O)CC(OC(=O)C3CCCCN3C(=O)C(=O)C1(O2)O)C(C)CC4CCC(C(C4)OC)OCCO)C)C)O)OC)C)C)C)OC. Cell line: RXF 393. Synergy scores: CSS=27.9, Synergy_ZIP=-3.64, Synergy_Bliss=-0.700, Synergy_Loewe=1.89, Synergy_HSA=4.05. (5) Drug 1: C1CCC(C(C1)N)N.C(=O)(C(=O)[O-])[O-].[Pt+4]. Drug 2: B(C(CC(C)C)NC(=O)C(CC1=CC=CC=C1)NC(=O)C2=NC=CN=C2)(O)O. Synergy scores: CSS=24.0, Synergy_ZIP=-2.25, Synergy_Bliss=0.168, Synergy_Loewe=-22.4, Synergy_HSA=-0.244. Cell line: OVCAR-8. (6) Drug 1: CCCS(=O)(=O)NC1=C(C(=C(C=C1)F)C(=O)C2=CNC3=C2C=C(C=N3)C4=CC=C(C=C4)Cl)F. Drug 2: CCC1=CC2CC(C3=C(CN(C2)C1)C4=CC=CC=C4N3)(C5=C(C=C6C(=C5)C78CCN9C7C(C=CC9)(C(C(C8N6C)(C(=O)OC)O)OC(=O)C)CC)OC)C(=O)OC.C(C(C(=O)O)O)(C(=O)O)O. Cell line: CCRF-CEM. Synergy scores: CSS=57.4, Synergy_ZIP=6.09, Synergy_Bliss=4.82, Synergy_Loewe=-33.0, Synergy_HSA=3.30. (7) Drug 1: CNC(=O)C1=CC=CC=C1SC2=CC3=C(C=C2)C(=NN3)C=CC4=CC=CC=N4. Drug 2: C1=C(C(=O)NC(=O)N1)N(CCCl)CCCl. Cell line: A549. Synergy scores: CSS=26.6, Synergy_ZIP=-4.53, Synergy_Bliss=0.775, Synergy_Loewe=-1.74, Synergy_HSA=1.14. (8) Drug 1: C1CCN(CC1)CCOC2=CC=C(C=C2)C(=O)C3=C(SC4=C3C=CC(=C4)O)C5=CC=C(C=C5)O. Drug 2: CNC(=O)C1=NC=CC(=C1)OC2=CC=C(C=C2)NC(=O)NC3=CC(=C(C=C3)Cl)C(F)(F)F. Cell line: OVCAR-8. Synergy scores: CSS=4.58, Synergy_ZIP=-3.10, Synergy_Bliss=-4.66, Synergy_Loewe=-6.13, Synergy_HSA=-5.30. (9) Drug 1: CC(CN1CC(=O)NC(=O)C1)N2CC(=O)NC(=O)C2. Drug 2: C1=NC2=C(N1)C(=S)N=CN2. Cell line: COLO 205. Synergy scores: CSS=63.8, Synergy_ZIP=-0.281, Synergy_Bliss=1.27, Synergy_Loewe=1.67, Synergy_HSA=4.01. (10) Drug 1: C1=CC(=CC=C1CCCC(=O)O)N(CCCl)CCCl. Drug 2: CCN(CC)CCCC(C)NC1=C2C=C(C=CC2=NC3=C1C=CC(=C3)Cl)OC. Cell line: MDA-MB-231. Synergy scores: CSS=26.4, Synergy_ZIP=-12.2, Synergy_Bliss=-10.0, Synergy_Loewe=-5.41, Synergy_HSA=-4.56.